From a dataset of Forward reaction prediction with 1.9M reactions from USPTO patents (1976-2016). Predict the product of the given reaction. (1) Given the reactants [OH:1][C@@H:2]1[C@@H:7](Br)[CH2:6][CH2:5][C@H:4]([C:9]([N:11]([CH3:13])[CH3:12])=[O:10])[CH2:3]1.[OH-].[Na+], predict the reaction product. The product is: [CH3:12][N:11]([CH3:13])[C:9]([C@H:4]1[CH2:5][CH2:6][C@@H:7]2[C@@H:2]([O:1]2)[CH2:3]1)=[O:10]. (2) Given the reactants [F:1][C:2]([F:20])([F:19])[C:3]1[CH:4]=[C:5]([C:9]2[CH:10]=[CH:11][C:12]3[O:13][CH2:14][CH2:15][NH:16][C:17]=3[N:18]=2)[CH:6]=[CH:7][CH:8]=1.[CH3:21][C:22]1([CH3:38])[O:26][CH:25]([CH2:27][O:28][C:29]2[CH:30]=[C:31]([CH:35]=[CH:36][N:37]=2)[C:32](O)=[O:33])[CH2:24][O:23]1.F[P-](F)(F)(F)(F)F.N1(OC(N(C)C)=[N+](C)C)C2N=CC=CC=2N=N1, predict the reaction product. The product is: [CH3:21][C:22]1([CH3:38])[O:26][CH:25]([CH2:27][O:28][C:29]2[CH:30]=[C:31]([C:32]([N:16]3[CH2:15][CH2:14][O:13][C:12]4[CH:11]=[CH:10][C:9]([C:5]5[CH:6]=[CH:7][CH:8]=[C:3]([C:2]([F:19])([F:1])[F:20])[CH:4]=5)=[N:18][C:17]3=4)=[O:33])[CH:35]=[CH:36][N:37]=2)[CH2:24][O:23]1.